This data is from Forward reaction prediction with 1.9M reactions from USPTO patents (1976-2016). The task is: Predict the product of the given reaction. Given the reactants [F:1][C:2]1[CH:3]=[C:4](B(O)O)[CH:5]=[CH:6][CH:7]=1.Br[C:12]1[CH:13]=[CH:14][C:15]([F:21])=[C:16]([CH:20]=1)[C:17]([OH:19])=[O:18].C(=O)([O-])[O-].[Cs+].[Cs+].C(O)C, predict the reaction product. The product is: [F:1][C:2]1[CH:3]=[C:4]([C:12]2[CH:13]=[CH:14][C:15]([F:21])=[C:16]([C:17]([OH:19])=[O:18])[CH:20]=2)[CH:5]=[CH:6][CH:7]=1.